From a dataset of Experimentally validated miRNA-target interactions with 360,000+ pairs, plus equal number of negative samples. Binary Classification. Given a miRNA mature sequence and a target amino acid sequence, predict their likelihood of interaction. (1) The miRNA is rno-miR-99a-5p with sequence AACCCGUAGAUCCGAUCUUGUG. The protein sequence of the target gene is MTMETVESQHDGSITASLTESKSAHVQTQTGQNSIPALAQVSVAGSGTRRGSPAVTLVQLPSGQTIHVQGVIQTPQPWVIQSSEIHTVQVAAIAETDESAESEGVIDSHKRREILSRRPSYRKILNELSSDVPGVPKIEEERSEEEGTPPSIATMAVPTSIYQTSTGQYIAIAQGGTIQISNPGSDGVQGLQALTMTNSGAPPPGATIVQYAAQSADGTQQFFVPGSQVVVQDEETELAPSHMAAATGDMPTYQIRAPTAALPQGVVMAASPGSLHSPQQLAEEATRKRELRLMKNREAA.... Result: 0 (no interaction). (2) The miRNA is hsa-miR-106b-3p with sequence CCGCACUGUGGGUACUUGCUGC. The protein sequence of the target gene is MSLICSISNEVPEHPCVSPVSNHVYERRLIEKYIAENGTDPINNQPLSEEQLIDIKVAHPIRPKPPSATSIPAILKALQDEWDAVMLHSFTLRQQLQTTRQELSHALYQHDAACRVIARLTKEVTAAREALATLKPQAGLIVPQAVPSSQPSVVGAGEPMDLGELVGMTPEIIQKLQDKATVLTTERKKRGKTVPEELVKPEELSKYRQVASHVGLHSASIPGILALDLCPSDTNKILTGGADKNVVVFDKSSEQILATLKGHTKKVTSVVFHPSQDLVFSASPDATIRIWSVPNASCVQ.... Result: 0 (no interaction). (3) The miRNA is mmu-miR-21a-3p with sequence CAACAGCAGUCGAUGGGCUGUC. The protein sequence of the target gene is MATEGMILTNHDHQIRVGVLTVSDSCFRNLAEDRSGINLKDLVQDPSLLGGTISAYKIVPDEIEEIKETLIDWCDEKELNLILTTGGTGFAPRDVTPEATKEVIEREAPGMALAMLMGSLNVTPLGMLSRPVCGIRGKTLIINLPGSKKGSQECFQFILPALPHAIDLLRDAIVKVKEVHDELEDLPSPPPPLSPPPTTSPHKQTEDKGVQCEEEEEEKKDSGVASTEDSSSSHITAAALAAKIPDSIISRGVQVLPRDTASLSTTPSESPRAQATSRLSTASCPTPKQIRRPDESKGVA.... Result: 0 (no interaction). (4) The miRNA is mmu-miR-3099-3p with sequence UAGGCUAGAGAGAGGUUGGGGA. The protein sequence of the target gene is MKRHRPVSSSDSSDESPSTSFTSGSMYRIKSKIPNEHKKPAEVFRKDLISAMKLPDSHHINPDSYYLFADTWKEEWEKGVQVPASPDTVPQPSLRIIAEKVKDVLFIRPRKYIHCSSPDTTEPGYINIMELAASVCRYDLDDMDIFWLQELNEDLAEMGCGPVDENLMEKTVEVLERHCHENMNHAIETEEGLGIEYDEDVICDVCRSPDSEEGNDMVFCDKCNVCVHQACYGILKVPEGSWLCRSCVLGIYPQCVLCPKKGGALKTTKTGTKWAHVSCALWIPEVSIACPERMEPITKI.... Result: 0 (no interaction). (5) The miRNA is hsa-miR-6754-3p with sequence UCUUCACCUGCCUCUGCCUGCA. The protein sequence of the target gene is MAGGVDGPIGIPFPDHSSDILSGLNEQRTQGLLCDVVILVEGREFPTHRSVLAACSQYFKKLFTSGAVVDQQNVYEIDFVSAEALTALMDFAYTATLTVSTANVGDILSAARLLEIPAVSHVCADLLERQILAADDVGDASQPDGAGPTDQRNLLRAKEYLEFFRSNPMNSLPPTAFPWSGFGAPDDDLDATKEAVAAAVAAVAAGDCNGLDFYGPGPPADRPPAGDGDEGDSTPGLWPERDEDAPPGGLFPPPTAPPATTQNGHYGRAGAGTGEEEAAALSEAAPEPGDSPGFLSGAAE.... Result: 0 (no interaction). (6) The miRNA is hsa-miR-6847-5p with sequence ACAGAGGACAGUGGAGUGUGAGC. Result: 1 (interaction). The protein sequence of the target gene is MAFANLRKVLISDSLDPCCRKILQDGGLQVVEKQNLSKEELIAELQDCEGLIVRSATKVTADVINAAEKLQVVGRAGTGVDNVDLEAATRKGILVMNTPNGNSLSAAELTCGMIMCLARQIPQATASMKDGKWERKKFMGTELNGKTLGILGLGRIGREVATRMQSFGMKTIGYDPIISPEVSASFGVQQLPLEEIWPLCDFITVHTPLLPSTTGLLNDNTFAQCKKGVRVVNCARGGIVDEGALLRALQSGQCAGAALDVFTEEPPRDRALVDHENVISCPHLGASTKEAQSRCGEEIA.... (7) The miRNA is hsa-miR-937-3p with sequence AUCCGCGCUCUGACUCUCUGCC. The protein sequence of the target gene is MKLEVFVPRAAHGDKQGSDLEGAGGSDAPSPLSAAGDDSLGSDGDCAANSPAAGGGARDTQGDGEQSAGGGPGAEEAIPAAAAAAVVAEGAEAGAAGPGAGGAGSGEGARSKPYTRRPKPPYSYIALIAMAIRDSAGGRLTLAEINEYLMGKFPFFRGSYTGWRNSVRHNLSLNDCFVKVLRDPSRPWGKDNYWMLNPNSEYTFADGVFRRRRKRLSHRAPVPAPGLRPEEAPGLPAAPPPAPAAPASPRMRSPARQEERASPAGKFSSSFAIDSILRKPFRSRRLRDTAPGTTLQWGAA.... Result: 1 (interaction). (8) The miRNA is hsa-miR-6824-5p with sequence GUAGGGGAGGUUGGGCCAGGGA. The protein sequence of the target gene is MRAGPEPQALAGQKRGALRLLVPRLVLTVSAPAEVRRRVLRPVLSWMDRETRALADSHFRGLGVDVPGVGQAPGRVAFVSEPGAFSYADFVRGFLLPNLPCVFSSAFTQGWGSRRRWVTPAGRPDFDHLLRTYGDVVVPVANCGVQEYNSNPKEHMTLRDYITYWKEYIQAGYSSPRGCLYLKDWHLCRDFPVEDVFTLPVYFSSDWLNEFWDALDVDDYRFVYAGPAGSWSPFHADIFRSFSWSVNVCGRKKWLLFPPGQEEALRDRHGNLPYDVTSPALCDTHLHPRNQLAGPPLEIT.... Result: 0 (no interaction). (9) The miRNA is hsa-miR-6721-5p with sequence UGGGCAGGGGCUUAUUGUAGGAG. The protein sequence of the target gene is MSGRGKQGGKVRAKAKSRSSRAGLQFPVGRVHRLLRKGNYAERVGAGAPVYLAAVLEYLTAEILELAGNAARDNKKTRIIPRHLQLAIRNDEELNKLLGKVTIAQGGVLPNIQAVLLPKKTESQKTKSK. Result: 0 (no interaction). (10) The miRNA is hsa-miR-92a-3p with sequence UAUUGCACUUGUCCCGGCCUGU. The protein sequence of the target gene is MRWGLRPRGPGAAALATARSLWGTPRLPCSPGWQGATKRLLVRSVSGASNHQPNSNSGRYRDTVLLPQTSFPMKLLGRQQPDTELEIQQKCGFSELYSWQRERKVKTEFCLHDGPPYANGDPHVGHALNKILKDIANRFHMMNGSKIHFVPGWDCHGLPIEIKVLSELGREAQNLSAMEIRKKARSFAKAAIEKQKSAFIRWGIMADWNNCYYTFDGKYEAKQLRTFYQMYDKGLVYRSYKPVFWSPSSRTALAEAELEYNPEHVSRSIYVKFPLLKPSPKLASLIDGSSPVSILVWTTQ.... Result: 1 (interaction).